This data is from Peptide-MHC class II binding affinity with 134,281 pairs from IEDB. The task is: Regression. Given a peptide amino acid sequence and an MHC pseudo amino acid sequence, predict their binding affinity value. This is MHC class II binding data. The peptide sequence is TDISEMGANFKADRV. The MHC is DRB1_1302 with pseudo-sequence DRB1_1302. The binding affinity (normalized) is 0.232.